This data is from Peptide-MHC class I binding affinity with 185,985 pairs from IEDB/IMGT. The task is: Regression. Given a peptide amino acid sequence and an MHC pseudo amino acid sequence, predict their binding affinity value. This is MHC class I binding data. (1) The peptide sequence is MWAQDAAM. The MHC is HLA-A02:05 with pseudo-sequence HLA-A02:05. The binding affinity (normalized) is 0.0999. (2) The peptide sequence is YVIKVSARV. The MHC is HLA-A03:01 with pseudo-sequence HLA-A03:01. The binding affinity (normalized) is 0.0442.